This data is from Reaction yield outcomes from USPTO patents with 853,638 reactions. The task is: Predict the reaction yield, written as a fraction of the theoretical maximum amount of product (1.0 means a 100% yield; for example, 0.34 means a 34% yield). The yield is 0.910. The reactants are [H-].C([Al+]CC(C)C)C(C)C.C[O:12][C:13](=O)[CH:14]=[CH:15][C:16]1[CH:21]=[C:20]([F:22])[CH:19]=[C:18]([F:23])[CH:17]=1.Cl. The catalyst is C1(C)C=CC=CC=1.O. The product is [F:22][C:20]1[CH:21]=[C:16](/[CH:15]=[CH:14]/[CH2:13][OH:12])[CH:17]=[C:18]([F:23])[CH:19]=1.